The task is: Predict the reactants needed to synthesize the given product.. This data is from Full USPTO retrosynthesis dataset with 1.9M reactions from patents (1976-2016). Given the product [OH:1][C@@H:2]([CH3:28])[CH2:3][CH2:4][CH2:5][CH2:6][N:7]1[C:16](=[O:17])[C:15]2[N:14]([CH2:18][C:19]3[CH:24]=[CH:23][CH:22]=[CH:21][CH:20]=3)[C:13]([CH2:25][NH:26][C:36]([O:38][C:39]([CH3:42])([CH3:41])[CH3:40])=[O:37])=[N:12][C:11]=2[N:10]([CH3:27])[C:8]1=[O:9], predict the reactants needed to synthesize it. The reactants are: [OH:1][C@@H:2]([CH3:28])[CH2:3][CH2:4][CH2:5][CH2:6][N:7]1[C:16](=[O:17])[C:15]2[N:14]([CH2:18][C:19]3[CH:24]=[CH:23][CH:22]=[CH:21][CH:20]=3)[C:13]([CH2:25][NH2:26])=[N:12][C:11]=2[N:10]([CH3:27])[C:8]1=[O:9].C(N(CC)CC)C.[C:36](O[C:36]([O:38][C:39]([CH3:42])([CH3:41])[CH3:40])=[O:37])([O:38][C:39]([CH3:42])([CH3:41])[CH3:40])=[O:37].